This data is from Reaction yield outcomes from USPTO patents with 853,638 reactions. The task is: Predict the reaction yield, written as a fraction of the theoretical maximum amount of product (1.0 means a 100% yield; for example, 0.34 means a 34% yield). (1) The reactants are O=[C:2]1[C:11]2[N:10]=[CH:9][CH:8]=[CH:7][C:6]=2[CH2:5][CH2:4][CH:3]1[CH2:12][CH2:13][C:14]#[N:15]. The catalyst is C(O)C.[Ni]. The product is [NH:15]1[CH:2]2[CH:3]([CH2:4][CH2:5][C:6]3[C:11]2=[N:10][CH:9]=[CH:8][CH:7]=3)[CH2:12][CH2:13][CH2:14]1. The yield is 0.430. (2) The reactants are C(O[CH:4]=[C:5]([C:15]#[N:16])[C:6]([O:8][CH2:9][CH2:10][Si:11]([CH3:14])([CH3:13])[CH3:12])=[O:7])C.[C:17]1([NH:23][N:24]=[CH:25][C:26]2[CH:31]=[CH:30][CH:29]=[CH:28][CH:27]=2)[CH:22]=[CH:21][CH:20]=[CH:19][CH:18]=1. The catalyst is CCCCCC. The product is [CH:25](=[N:24][N:23]([CH:4]=[C:5]([C:15]#[N:16])[C:6]([O:8][CH2:9][CH2:10][Si:11]([CH3:14])([CH3:13])[CH3:12])=[O:7])[C:17]1[CH:18]=[CH:19][CH:20]=[CH:21][CH:22]=1)[C:26]1[CH:31]=[CH:30][CH:29]=[CH:28][CH:27]=1. The yield is 0.160.